Dataset: Forward reaction prediction with 1.9M reactions from USPTO patents (1976-2016). Task: Predict the product of the given reaction. (1) The product is: [CH3:15][CH:16]1[CH2:21][CH2:20][CH2:19][N:18]([C:2]2[N:7]=[N:6][C:5]([NH2:8])=[N:4][C:3]=2[C:9]2[CH:14]=[CH:13][CH:12]=[CH:11][CH:10]=2)[CH2:17]1. Given the reactants Br[C:2]1[N:7]=[N:6][C:5]([NH2:8])=[N:4][C:3]=1[C:9]1[CH:14]=[CH:13][CH:12]=[CH:11][CH:10]=1.[CH3:15][CH:16]1[CH2:21][CH2:20][CH2:19][NH:18][CH2:17]1, predict the reaction product. (2) Given the reactants C([Li])CCC.[CH3:6][O:7][C:8]1[CH:13]=[CH:12][C:11]([C:14]2[S:15][CH:16]=[CH:17][CH:18]=2)=[CH:10][CH:9]=1.[CH2:19]([Sn:23](Cl)([CH2:28][CH2:29][CH2:30][CH3:31])[CH2:24][CH2:25][CH2:26][CH3:27])[CH2:20][CH2:21][CH3:22], predict the reaction product. The product is: [CH2:28]([Sn:23]([CH2:19][CH2:20][CH2:21][CH3:22])([CH2:24][CH2:25][CH2:26][CH3:27])[C:16]1[S:15][C:14]([C:11]2[CH:10]=[CH:9][C:8]([O:7][CH3:6])=[CH:13][CH:12]=2)=[CH:18][CH:17]=1)[CH2:29][CH2:30][CH3:31]. (3) The product is: [CH:40]1[C:41]2[C:36](=[C:35]([NH:34][C@@H:31]3[CH2:32][CH2:33][N:29]([CH2:28][C:24]4[CH:23]=[C:22]([CH:27]=[CH:26][CH:25]=4)[O:21][CH2:20][CH2:19][OH:18])[CH2:30]3)[CH:44]=[CH:43][CH:42]=2)[CH:37]=[CH:38][N:39]=1. Given the reactants OP(OP(O)(O)=O)(=O)O.C([O:18][CH2:19][CH2:20][O:21][C:22]1[CH:27]=[CH:26][CH:25]=[C:24]([CH2:28][N:29]2[CH2:33][CH2:32][C@@H:31]([NH:34][C:35]3[CH:44]=[CH:43][CH:42]=[C:41]4[C:36]=3[CH:37]=[CH:38][N:39]=[CH:40]4)[CH2:30]2)[CH:23]=1)(=O)C1C=CC=CC=1.[OH-].[Na+], predict the reaction product.